Dataset: Forward reaction prediction with 1.9M reactions from USPTO patents (1976-2016). Task: Predict the product of the given reaction. (1) Given the reactants [CH3:1][CH:2]([CH2:15][CH2:16][CH2:17][CH:18]([CH3:30])[CH2:19][CH2:20][CH2:21][CH:22]([CH3:29])[CH2:23][CH2:24][CH2:25][CH:26]([CH3:28])[CH3:27])[CH2:3][C:4]([O:6][CH2:7][C:8]([CH2:13][OH:14])([CH2:11][OH:12])[CH2:9][OH:10])=[O:5], predict the reaction product. The product is: [CH3:1][CH:2]([CH2:15][CH2:16][CH2:17][CH:18]([CH3:30])[CH2:19][CH2:20][CH2:21][CH:22]([CH3:29])[CH2:23][CH2:24][CH2:25][CH:26]([CH3:28])[CH3:27])[CH2:3][C:4]([O:6][CH2:7][C:8]([CH2:13][OH:14])([CH2:9][OH:10])[CH2:11][OH:12])=[O:5].[OH2:5]. (2) Given the reactants Br[CH2:2][CH2:3][CH2:4][C:5]([NH:7][C:8]1[CH:13]=[CH:12][C:11]([B:14]2[O:18][C:17]([CH3:20])([CH3:19])[C:16]([CH3:22])([CH3:21])[O:15]2)=[CH:10][CH:9]=1)=[O:6].[H-].[Na+], predict the reaction product. The product is: [CH3:21][C:16]1([CH3:22])[C:17]([CH3:20])([CH3:19])[O:18][B:14]([C:11]2[CH:12]=[CH:13][C:8]([N:7]3[CH2:2][CH2:3][CH2:4][C:5]3=[O:6])=[CH:9][CH:10]=2)[O:15]1. (3) The product is: [CH3:17][N:13]1[CH2:14][CH2:15][CH2:16][C@@H:12]1[CH2:11][N:8]1[C:9]2[C:5](=[CH:4][CH:3]=[C:2]([C:20]3[CH:21]=[CH:22][S:18][CH:19]=3)[CH:10]=2)[CH:6]=[CH:7]1. Given the reactants Br[C:2]1[CH:10]=[C:9]2[C:5]([CH:6]=[CH:7][N:8]2[CH2:11][C@@H:12]2[CH2:16][CH2:15][CH2:14][N:13]2[CH3:17])=[CH:4][CH:3]=1.[S:18]1[CH:22]=[CH:21][C:20](B(O)O)=[CH:19]1, predict the reaction product. (4) Given the reactants [CH3:1][O:2][C:3]1[CH:4]=[CH:5][C:6]2[O:10][C:9]([CH2:11]O)=[CH:8][C:7]=2[CH:13]=1.P(Br)(Br)[Br:15], predict the reaction product. The product is: [Br:15][CH2:11][C:9]1[O:10][C:6]2[CH:5]=[CH:4][C:3]([O:2][CH3:1])=[CH:13][C:7]=2[CH:8]=1. (5) The product is: [C:13]([CH:17]1[CH2:22][CH2:21][CH:20]([O:12][C:4]2[CH:3]=[C:2]([CH3:1])[C:11]3[C:6]([CH:5]=2)=[CH:7][CH:8]=[CH:9][CH:10]=3)[CH2:19][CH2:18]1)([CH3:16])([CH3:15])[CH3:14]. Given the reactants [CH3:1][C:2]1[C:11]2[C:6](=[CH:7][CH:8]=[CH:9][CH:10]=2)[CH:5]=[C:4]([OH:12])[CH:3]=1.[C:13]([CH:17]1[CH2:22][CH2:21][CH:20](OS(C)(=O)=O)[CH2:19][CH2:18]1)([CH3:16])([CH3:15])[CH3:14].C(=O)([O-])[O-].[Cs+].[Cs+].O, predict the reaction product. (6) Given the reactants Cl.Cl.[O:3]1[C:7]2[CH:8]=[CH:9][CH:10]=[C:11]([CH:12]3[CH2:17][CH2:16][N:15]([CH2:18][CH2:19][C@H:20]4[CH2:25][CH2:24][C@H:23]([NH2:26])[CH2:22][CH2:21]4)[CH2:14][CH2:13]3)[C:6]=2[CH2:5][CH2:4]1.[N:27]1([C:32]2[CH:40]=[CH:39][C:35]([C:36](O)=[O:37])=[CH:34][CH:33]=2)[CH:31]=[CH:30][CH:29]=[N:28]1, predict the reaction product. The product is: [O:3]1[C:7]2[CH:8]=[CH:9][CH:10]=[C:11]([CH:12]3[CH2:17][CH2:16][N:15]([CH2:18][CH2:19][C@H:20]4[CH2:21][CH2:22][C@H:23]([NH:26][C:36](=[O:37])[C:35]5[CH:34]=[CH:33][C:32]([N:27]6[CH:31]=[CH:30][CH:29]=[N:28]6)=[CH:40][CH:39]=5)[CH2:24][CH2:25]4)[CH2:14][CH2:13]3)[C:6]=2[CH2:5][CH2:4]1. (7) Given the reactants [F:1][C:2]([F:14])([CH3:13])[CH2:3][CH:4]([CH2:8][C:9]([F:12])([F:11])[CH3:10])[C:5]([OH:7])=[O:6].[OH-].[Na+:16], predict the reaction product. The product is: [F:1][C:2]([F:14])([CH3:13])[CH2:3][CH:4]([CH2:8][C:9]([F:11])([F:12])[CH3:10])[C:5]([O-:7])=[O:6].[Na+:16].